From a dataset of Reaction yield outcomes from USPTO patents with 853,638 reactions. Predict the reaction yield, written as a fraction of the theoretical maximum amount of product (1.0 means a 100% yield; for example, 0.34 means a 34% yield). (1) The reactants are C(OC([NH:8][C:9]1[CH:14]=[CH:13][C:12]([C:15]2[N:20]=[CH:19][N:18]=[C:17]([NH:21][C@H:22]([C:30]([O:32][CH3:33])=[O:31])[CH2:23][C:24]3[CH:29]=[CH:28][CH:27]=[CH:26][CH:25]=3)[CH:16]=2)=[CH:11][CH:10]=1)=O)(C)(C)C.O1CCOCC1.[ClH:40]. The catalyst is O1CCOCC1. The product is [ClH:40].[CH3:33][O:32][C:30](=[O:31])[CH:22]([NH:21][C:17]1[CH:16]=[C:15]([C:12]2[CH:11]=[CH:10][C:9]([NH2:8])=[CH:14][CH:13]=2)[N:20]=[CH:19][N:18]=1)[CH2:23][C:24]1[CH:25]=[CH:26][CH:27]=[CH:28][CH:29]=1. The yield is 0.830. (2) The reactants are [C:1]([O:5][C:6]([NH:8][C@@H:9]1[C@H:14]([NH:15][C:16]2[N:21]=[C:20]([C:22]3[S:26][N:25]=[C:24]([CH:27]=[CH2:28])[CH:23]=3)[C:19]3[C:29](=[O:39])[N:30]([C:32]([O:34][C:35]([CH3:38])([CH3:37])[CH3:36])=[O:33])[CH2:31][C:18]=3[C:17]=2[F:40])[CH2:13][CH2:12][O:11][CH2:10]1)=[O:7])([CH3:4])([CH3:3])[CH3:2]. The catalyst is CO.[Pd]. The product is [C:1]([O:5][C:6]([NH:8][C@@H:9]1[C@H:14]([NH:15][C:16]2[N:21]=[C:20]([C:22]3[S:26][N:25]=[C:24]([CH2:27][CH3:28])[CH:23]=3)[C:19]3[C:29](=[O:39])[N:30]([C:32]([O:34][C:35]([CH3:38])([CH3:37])[CH3:36])=[O:33])[CH2:31][C:18]=3[C:17]=2[F:40])[CH2:13][CH2:12][O:11][CH2:10]1)=[O:7])([CH3:3])([CH3:2])[CH3:4]. The yield is 0.940. (3) The reactants are [Cl:1][C:2]1[C:3]([F:22])=[CH:4][CH:5]=[C:6]2[C:11]=1[O:10][C:9]([CH3:13])([CH3:12])[CH2:8][C@H:7]2[NH:14]C(=O)OC(C)(C)C.CO.Cl. The catalyst is O. The product is [Cl:1][C:2]1[C:3]([F:22])=[CH:4][CH:5]=[C:6]2[C:11]=1[O:10][C:9]([CH3:12])([CH3:13])[CH2:8][C@H:7]2[NH2:14]. The yield is 0.920. (4) The reactants are Br[C:2]1[S:3][CH:4]=[C:5]([Br:7])[N:6]=1.[NH:8]1[CH2:13][CH2:12][NH:11][CH2:10][CH2:9]1. The catalyst is O1CCOCC1.O. The product is [Br:7][C:5]1[N:6]=[C:2]([N:8]2[CH2:13][CH2:12][NH:11][CH2:10][CH2:9]2)[S:3][CH:4]=1. The yield is 0.570.